Dataset: Peptide-MHC class I binding affinity with 185,985 pairs from IEDB/IMGT. Task: Regression. Given a peptide amino acid sequence and an MHC pseudo amino acid sequence, predict their binding affinity value. This is MHC class I binding data. (1) The peptide sequence is SSDSGSGFWKA. The MHC is Mamu-B3901 with pseudo-sequence Mamu-B3901. The binding affinity (normalized) is 0.361. (2) The peptide sequence is RFVKFNDYR. The MHC is HLA-A03:01 with pseudo-sequence HLA-A03:01. The binding affinity (normalized) is 0.0855. (3) The peptide sequence is WFREDRSPV. The MHC is HLA-B15:09 with pseudo-sequence HLA-B15:09. The binding affinity (normalized) is 0.0847. (4) The peptide sequence is RFFKHFMSL. The MHC is HLA-C07:01 with pseudo-sequence HLA-C07:01. The binding affinity (normalized) is 0.346. (5) The peptide sequence is GHMMVIFRL. The MHC is HLA-B44:02 with pseudo-sequence HLA-B44:02. The binding affinity (normalized) is 0.0847.